Dataset: Catalyst prediction with 721,799 reactions and 888 catalyst types from USPTO. Task: Predict which catalyst facilitates the given reaction. (1) Reactant: [Cl:1][C:2]1[CH:3]=[C:4]([C:10]2[C:11]([CH3:26])=[N:12][N:13]([CH2:16][C:17]3[CH:25]=[CH:24][C:20]([C:21](O)=[O:22])=[CH:19][CH:18]=3)[C:14]=2[CH3:15])[CH:5]=[CH:6][C:7]=1[C:8]#[N:9].Cl.[CH3:28][O:29][C:30](=[O:33])[CH2:31][NH2:32].CCN=C=NCCCN(C)C.C1C=CC2N(O)N=NC=2C=1.Cl. Product: [Cl:1][C:2]1[CH:3]=[C:4]([C:10]2[C:11]([CH3:26])=[N:12][N:13]([CH2:16][C:17]3[CH:18]=[CH:19][C:20]([C:21]([NH:32][CH2:31][C:30]([O:29][CH3:28])=[O:33])=[O:22])=[CH:24][CH:25]=3)[C:14]=2[CH3:15])[CH:5]=[CH:6][C:7]=1[C:8]#[N:9]. The catalyst class is: 338. (2) Reactant: [Br:1][C:2]1[CH:7]=[CH:6][CH:5]=[CH:4][C:3]=1[SH:8].[C:9]([O:13][C:14](=[O:35])[N:15]([C:17]1[CH:25]=[C:24]2[C:20]([CH:21]=[CH:22][N:23]2[CH2:26][C:27]2[CH:32]=[C:31]([F:33])[CH:30]=[C:29]([F:34])[CH:28]=2)=[CH:19][CH:18]=1)[CH3:16])([CH3:12])([CH3:11])[CH3:10].C(=O)([O-])O.[Na+]. Product: [C:9]([O:13][C:14](=[O:35])[N:15]([C:17]1[CH:25]=[C:24]2[C:20]([C:21]([S:8][C:3]3[CH:4]=[CH:5][CH:6]=[CH:7][C:2]=3[Br:1])=[CH:22][N:23]2[CH2:26][C:27]2[CH:32]=[C:31]([F:33])[CH:30]=[C:29]([F:34])[CH:28]=2)=[CH:19][CH:18]=1)[CH3:16])([CH3:12])([CH3:10])[CH3:11]. The catalyst class is: 268. (3) Reactant: [F:1][C:2]([F:26])([O:7][C:8]1[CH:13]=[CH:12][C:11]([N:14]2[CH:18]=[N:17][C:16]([C:19]3[CH:24]=[CH:23][C:22]([NH2:25])=[CH:21][CH:20]=3)=[N:15]2)=[CH:10][CH:9]=1)[C:3]([F:6])([F:5])[F:4].Cl[C:28]([O:30][C:31]1[CH:36]=CC([N+]([O-])=O)=C[CH:32]=1)=[O:29].[N+]([C:43]1C=CC(NC(=O)[O-])=CC=1)([O-])=O.CC(O)(C)C.[H-].[Na+]. Product: [C:31]([O:30][C:28](=[O:29])[NH:25][C:22]1[CH:23]=[CH:24][C:19]([C:16]2[N:17]=[CH:18][N:14]([C:11]3[CH:12]=[CH:13][C:8]([O:7][C:2]([F:1])([F:26])[C:3]([F:6])([F:5])[F:4])=[CH:9][CH:10]=3)[N:15]=2)=[CH:20][CH:21]=1)([CH3:36])([CH3:43])[CH3:32]. The catalyst class is: 1. (4) Product: [C:1]([NH:4][C:5]1[CH:6]=[C:7]([C:11]2[N:16]=[C:15]([C:29]3[CH:28]=[N:27][C:26]([O:25][CH3:24])=[N:31][CH:30]=3)[CH:14]=[C:13]([N:18]3[CH2:23][CH2:22][O:21][CH2:20][CH2:19]3)[N:12]=2)[CH:8]=[CH:9][CH:10]=1)(=[O:3])[CH3:2]. Reactant: [C:1]([NH:4][C:5]1[CH:6]=[C:7]([C:11]2[N:16]=[C:15](Br)[CH:14]=[C:13]([N:18]3[CH2:23][CH2:22][O:21][CH2:20][CH2:19]3)[N:12]=2)[CH:8]=[CH:9][CH:10]=1)(=[O:3])[CH3:2].[CH3:24][O:25][C:26]1[N:31]=[CH:30][C:29](B(O)O)=[CH:28][N:27]=1.C(=O)(O)[O-].[Na+]. The catalyst class is: 276. (5) Product: [NH2:1][C:2]1[CH:7]=[C:6]([Cl:8])[C:5]([CH:9]([C:12]2[CH:17]=[CH:16][CH:15]=[CH:14][N:13]=2)[C:10]([NH2:11])=[O:20])=[C:4]([Cl:18])[CH:3]=1. Reactant: [NH2:1][C:2]1[CH:7]=[C:6]([Cl:8])[C:5]([CH:9]([C:12]2[CH:17]=[CH:16][CH:15]=[CH:14][N:13]=2)[C:10]#[N:11])=[C:4]([Cl:18])[CH:3]=1.[NH4+].[OH-:20]. The catalyst class is: 82. (6) Product: [F:3][C:4]1[CH:9]=[C:8]([C:10]2[S:27][C:26]([C:25]3[CH:29]=[CH:30][C:22]([S:21][CH3:20])=[CH:23][CH:24]=3)=[N:28][C:11]=2[C:13]2[CH:18]=[CH:17][CH:16]=[C:15]([CH3:19])[CH:14]=2)[CH:7]=[CH:6][N:5]=1. The catalyst class is: 15. Reactant: BrBr.[F:3][C:4]1[CH:9]=[C:8]([CH2:10][C:11]([C:13]2[CH:18]=[CH:17][CH:16]=[C:15]([CH3:19])[CH:14]=2)=O)[CH:7]=[CH:6][N:5]=1.[CH3:20][S:21][C:22]1[CH:30]=[CH:29][C:25]([C:26]([NH2:28])=[S:27])=[CH:24][CH:23]=1.C(=O)([O-])O.[Na+]. (7) Reactant: [Cl:1][CH2:2][C:3]1[CH:4]=[C:5]([CH:9]=[CH:10][CH:11]=1)[C:6](Cl)=[O:7].[C:12]([NH2:16])([CH3:15])([CH3:14])[CH3:13].C(N(C(C)C)C(C)C)C. Product: [C:12]([NH:16][C:6](=[O:7])[C:5]1[CH:9]=[CH:10][CH:11]=[C:3]([CH2:2][Cl:1])[CH:4]=1)([CH3:15])([CH3:14])[CH3:13]. The catalyst class is: 4.